Dataset: Reaction yield outcomes from USPTO patents with 853,638 reactions. Task: Predict the reaction yield, written as a fraction of the theoretical maximum amount of product (1.0 means a 100% yield; for example, 0.34 means a 34% yield). (1) The reactants are [CH3:1][O:2][CH2:3][CH2:4][O:5][C:6]1[CH:15]=[C:14]2[C:9]([CH:10]=[CH:11][C:12]([CH3:16])=[N:13]2)=[CH:8][CH:7]=1.[O:17]1CCOCC1. The catalyst is O. The product is [CH3:1][O:2][CH2:3][CH2:4][O:5][C:6]1[CH:15]=[C:14]2[C:9]([CH:10]=[CH:11][C:12]([CH:16]=[O:17])=[N:13]2)=[CH:8][CH:7]=1. The yield is 0.780. (2) The reactants are OC(C(F)(F)F)=O.[NH:8]1[CH2:11][CH:10]([C:12]2[CH:33]=[CH:32][C:15]3[C:16]4[N:17]=[C:18]([C:24]5[N:25]([CH:29]([CH3:31])[CH3:30])[N:26]=[CH:27][N:28]=5)[S:19][C:20]=4[CH2:21][CH2:22][O:23][C:14]=3[CH:13]=2)[CH2:9]1.[CH3:34][N:35]([CH3:41])[S:36]([CH:39]=[CH2:40])(=[O:38])=[O:37]. No catalyst specified. The product is [CH3:34][N:35]([CH3:41])[S:36]([CH2:39][CH2:40][N:8]1[CH2:11][CH:10]([C:12]2[CH:33]=[CH:32][C:15]3[C:16]4[N:17]=[C:18]([C:24]5[N:25]([CH:29]([CH3:31])[CH3:30])[N:26]=[CH:27][N:28]=5)[S:19][C:20]=4[CH2:21][CH2:22][O:23][C:14]=3[CH:13]=2)[CH2:9]1)(=[O:38])=[O:37]. The yield is 0.750. (3) The reactants are Cl[C:2]1[CH:7]=[CH:6][C:5]([N+:8]([O-:10])=[O:9])=[CH:4][N:3]=1.[NH2:11][C:12]1[CH:13]=[C:14]([OH:19])[CH:15]=[CH:16][C:17]=1[Cl:18].C(=O)([O-])[O-].[K+].[K+].C(OCC)(=O)C. The catalyst is CN(C)C=O. The product is [Cl:18][C:17]1[CH:16]=[CH:15][C:14]([O:19][C:2]2[CH:7]=[CH:6][C:5]([N+:8]([O-:10])=[O:9])=[CH:4][N:3]=2)=[CH:13][C:12]=1[NH2:11]. The yield is 0.850. (4) The yield is 0.270. The catalyst is CO. The product is [Br:21][C:17]1[CH:18]=[CH:19][CH:20]=[C:12]2[C:13]=1[C:14]([OH:16])=[N:4][C:3]([C:5]1[CH:6]=[N:7][CH:8]=[N:9][CH:10]=1)=[N:11]2. The reactants are CO[C:3]([C:5]1[CH:6]=[N:7][CH:8]=[N:9][CH:10]=1)=[NH:4].[NH2:11][C:12]1[CH:20]=[CH:19][CH:18]=[C:17]([Br:21])[C:13]=1[C:14]([OH:16])=O.C(O)(=O)C. (5) The reactants are I[C:2]1[CH:7]=[CH:6][CH:5]=[CH:4][C:3]=1[OH:8].[CH:9]([O:12][C:13]1[CH:18]=[CH:17][C:16](B2OC(C)(C)C(C)(C)O2)=[C:15]([CH3:28])[CH:14]=1)([CH3:11])[CH3:10].C(=O)([O-])[O-].[Cs+].[Cs+].Cl. The catalyst is COCCOC.C1(P(C2C=CC=CC=2)C2C=CC=CC=2)C=CC=CC=1.C1(P(C2C=CC=CC=2)C2C=CC=CC=2)C=CC=CC=1.C1(P(C2C=CC=CC=2)C2C=CC=CC=2)C=CC=CC=1.C1(P(C2C=CC=CC=2)C2C=CC=CC=2)C=CC=CC=1.[Pd]. The product is [CH:9]([O:12][C:13]1[CH:18]=[CH:17][C:16]([C:2]2[C:3]([OH:8])=[CH:4][CH:5]=[CH:6][CH:7]=2)=[C:15]([CH3:28])[CH:14]=1)([CH3:10])[CH3:11]. The yield is 0.310. (6) The reactants are [C:1]([C:3]1[CH:4]=[C:5]([C:13]2[S:17][C:16]([C:18]3[CH:26]=[CH:25][CH:24]=[C:23]4[C:19]=3[CH2:20][CH2:21][C@@H:22]4[NH:27]C(=O)OC(C)(C)C)=[N:15][N:14]=2)[CH:6]=[CH:7][C:8]=1[O:9][CH:10]([CH3:12])[CH3:11])#[N:2].[ClH:35]. The catalyst is O1CCOCC1.C(OCC)C. The product is [ClH:35].[NH2:27][C@@H:22]1[C:23]2[C:19](=[C:18]([C:16]3[S:17][C:13]([C:5]4[CH:6]=[CH:7][C:8]([O:9][CH:10]([CH3:12])[CH3:11])=[C:3]([CH:4]=4)[C:1]#[N:2])=[N:14][N:15]=3)[CH:26]=[CH:25][CH:24]=2)[CH2:20][CH2:21]1. The yield is 0.960. (7) The reactants are Cl.[CH3:2][O:3][C:4]1[CH:5]=[C:6]([NH:16][C:17]2[N:18]=[CH:19][C:20]3[CH2:26][NH:25][CH2:24][CH:23]([C:27]4[CH:32]=[CH:31][CH:30]=[CH:29][CH:28]=4)[C:21]=3[N:22]=2)[CH:7]=[CH:8][C:9]=1[N:10]1[CH:14]=[C:13]([CH3:15])[N:12]=[CH:11]1.C(N)C.[CH3:36][S:37](Cl)(=[O:39])=[O:38]. The catalyst is C(Cl)Cl. The product is [CH3:36][S:37]([N:25]1[CH2:24][CH:23]([C:27]2[CH:32]=[CH:31][CH:30]=[CH:29][CH:28]=2)[C:21]2[N:22]=[C:17]([NH:16][C:6]3[CH:7]=[CH:8][C:9]([N:10]4[CH:14]=[C:13]([CH3:15])[N:12]=[CH:11]4)=[C:4]([O:3][CH3:2])[CH:5]=3)[N:18]=[CH:19][C:20]=2[CH2:26]1)(=[O:39])=[O:38]. The yield is 0.160. (8) The catalyst is C1(C)C=CC=CC=1. The yield is 0.760. The product is [C:42]([O:46][C:22]([NH:19][C:11]1[CH:15]=[CH:16][C:8]([C:6]([O:5][C:1]([CH3:2])([CH3:3])[CH3:4])=[O:7])=[N:9][CH:10]=1)=[O:31])([CH3:45])([CH3:44])[CH3:43]. The reactants are [C:1]([O:5][C:6]([C:8]1[CH:16]=[CH:15][C:11](C(O)=O)=[CH:10][N:9]=1)=[O:7])([CH3:4])([CH3:3])[CH3:2].C([N:19]([CH2:22]C)CC)C.C1(P(N=[N+]=[N-])(C2C=CC=CC=2)=[O:31])C=CC=CC=1.Cl.[C:42]([OH:46])([CH3:45])([CH3:44])[CH3:43]. (9) The reactants are [F:1][C:2]1[CH:3]=[CH:4][C:5]2[N:6]([C:8]([C:11]3[N:16]=[C:15]([NH:17][C@@H:18]4[CH2:23][CH2:22][CH2:21][N:20]([C:24](=[O:28])[CH2:25][C:26]#[N:27])[CH2:19]4)[C:14]([N+:29]([O-])=O)=[CH:13][N:12]=3)=[CH:9][N:10]=2)[CH:7]=1.O.O.[Sn](Cl)Cl. The catalyst is C(O)C.C(OCC)(=O)C. The product is [NH2:29][C:14]1[C:15]([NH:17][C@@H:18]2[CH2:23][CH2:22][CH2:21][N:20]([C:24](=[O:28])[CH2:25][C:26]#[N:27])[CH2:19]2)=[N:16][C:11]([C:8]2[N:6]3[CH:7]=[C:2]([F:1])[CH:3]=[CH:4][C:5]3=[N:10][CH:9]=2)=[N:12][CH:13]=1. The yield is 0.270. (10) The reactants are [Br:1][C:2]1[C:3]([NH2:9])=[N:4][CH:5]=[C:6]([Br:8])[CH:7]=1.Br[CH2:11][C:12](=O)[C:13]([O:15][CH2:16][CH3:17])=[O:14]. The catalyst is C1COCC1. The product is [BrH:1].[Br:8][C:6]1[CH:7]=[C:2]([Br:1])[C:3]2[N:4]([CH:11]=[C:12]([C:13]([O:15][CH2:16][CH3:17])=[O:14])[N:9]=2)[CH:5]=1. The yield is 0.690.